Predict the reactants needed to synthesize the given product. From a dataset of Full USPTO retrosynthesis dataset with 1.9M reactions from patents (1976-2016). (1) Given the product [CH2:1]([O:3][C:4](=[O:12])[CH:5]([O:9][CH2:10][CH3:11])[C:6]([NH:48][CH2:47][C:46]1[CH:49]=[CH:50][C:43]([C:42]#[N:41])=[CH:44][CH:45]=1)=[O:8])[CH3:2], predict the reactants needed to synthesize it. The reactants are: [CH2:1]([O:3][C:4](=[O:12])[CH:5]([O:9][CH2:10][CH3:11])[C:6]([OH:8])=O)[CH3:2].F[P-](F)(F)(F)(F)F.N1(O[P+](N(C)C)(N(C)C)N(C)C)C2C=CC=CC=2N=N1.Cl.[NH2:41][CH2:42][C:43]1[CH:50]=[CH:49][C:46]([C:47]#[N:48])=[CH:45][CH:44]=1.C(N(C(C)C)C(C)C)C. (2) The reactants are: [CH2:1]([N:8]1[C:16]2[C:11](=[N:12][C:13](Cl)=[CH:14][CH:15]=2)[CH:10]=[C:9]1[C:18]1[CH:22]=[CH:21][S:20][CH:19]=1)[C:2]1[CH:7]=[CH:6][CH:5]=[CH:4][CH:3]=1.[NH:23]([C:32]([O:34][C:35]([CH3:38])([CH3:37])[CH3:36])=[O:33])[NH:24][C:25]([O:27][C:28]([CH3:31])([CH3:30])[CH3:29])=[O:26].C([O-])([O-])=O.[Cs+].[Cs+]. Given the product [CH2:1]([N:8]1[C:16]2[C:11](=[N:12][C:13]([N:23]([C:32]([O:34][C:35]([CH3:38])([CH3:37])[CH3:36])=[O:33])[NH:24][C:25]([O:27][C:28]([CH3:29])([CH3:30])[CH3:31])=[O:26])=[CH:14][CH:15]=2)[CH:10]=[C:9]1[C:18]1[CH:22]=[CH:21][S:20][CH:19]=1)[C:2]1[CH:7]=[CH:6][CH:5]=[CH:4][CH:3]=1, predict the reactants needed to synthesize it. (3) The reactants are: Cl[C:2]1[C:3]2[N:4]([C:8]([CH:11]3[CH2:16][CH2:15][O:14][CH2:13][CH2:12]3)=[N:9][CH:10]=2)[CH:5]=[CH:6][N:7]=1.[C:17](=O)([O-])[O-].[K+].[K+].CB1OB(C)OB(C)O1.ClCCl. Given the product [CH3:17][C:2]1[C:3]2[N:4]([C:8]([CH:11]3[CH2:16][CH2:15][O:14][CH2:13][CH2:12]3)=[N:9][CH:10]=2)[CH:5]=[CH:6][N:7]=1, predict the reactants needed to synthesize it. (4) Given the product [CH:1]#[C:2][CH:3]([O:9][CH:13]1[CH2:12][CH2:11][CH2:10][CH2:15][O:14]1)[CH2:4][CH2:5][CH2:6][CH2:7][CH3:8], predict the reactants needed to synthesize it. The reactants are: [CH:1]#[C:2][CH:3]([OH:9])[CH2:4][CH2:5][CH2:6][CH2:7][CH3:8].[CH2:10]1[CH2:15][O:14][CH:13]=[CH:12][CH2:11]1.CC1C=CC(S([O-])(=O)=O)=CC=1.C1C=C[NH+]=CC=1. (5) Given the product [CH:1]([O:14][C:15]([C:17]1[N:18]2[C@H:21]([S:22][CH2:23][C:24]=1[CH2:25][O:26][C:27](=[O:29])[CH3:28])[C@H:20]([NH:31][C:32]([C:34]1[CH:43]=[C:42]([N:44]3[CH2:45][CH2:46][O:47][CH2:48][CH2:49]3)[C:41]3[C:36](=[CH:37][CH:38]=[CH:39][CH:40]=3)[N:35]=1)=[O:33])[C:19]2=[O:50])=[O:16])([C:2]1[CH:7]=[CH:6][CH:5]=[CH:4][CH:3]=1)[C:8]1[CH:9]=[CH:10][CH:11]=[CH:12][CH:13]=1, predict the reactants needed to synthesize it. The reactants are: [CH:1]([O:14][C:15]([C:17]1[N:18]2[C@H:21]([S:22](=O)[CH2:23][C:24]=1[CH2:25][O:26][C:27](=[O:29])[CH3:28])[C@H:20]([NH:31][C:32]([C:34]1[CH:43]=[C:42]([N:44]3[CH2:49][CH2:48][O:47][CH2:46][CH2:45]3)[C:41]3[C:36](=[CH:37][CH:38]=[CH:39][CH:40]=3)[N:35]=1)=[O:33])[C:19]2=[O:50])=[O:16])([C:8]1[CH:13]=[CH:12][CH:11]=[CH:10][CH:9]=1)[C:2]1[CH:7]=[CH:6][CH:5]=[CH:4][CH:3]=1.ClP(Cl)Cl.C(OCC)C. (6) Given the product [OH:47][CH2:46][CH2:45][C:44]1[CH:48]=[CH:49][C:41]([NH:40][C:5]([NH:29][C:28]2[CH:30]=[CH:31][C:25]([C:23]3[N:24]=[C:19]([N:13]4[CH2:14][CH2:15][O:16][CH2:17][CH2:18]4)[C:20]4[N:34]=[N:33][N:32]([CH2:35][C:36]([F:38])([F:39])[F:37])[C:21]=4[N:22]=3)=[CH:26][CH:27]=2)=[O:11])=[CH:42][CH:43]=1, predict the reactants needed to synthesize it. The reactants are: ClC(Cl)(O[C:5](=[O:11])OC(Cl)(Cl)Cl)Cl.[N:13]1([C:19]2[C:20]3[N:34]=[N:33][N:32]([CH2:35][C:36]([F:39])([F:38])[F:37])[C:21]=3[N:22]=[C:23]([C:25]3[CH:31]=[CH:30][C:28]([NH2:29])=[CH:27][CH:26]=3)[N:24]=2)[CH2:18][CH2:17][O:16][CH2:15][CH2:14]1.[NH2:40][C:41]1[CH:49]=[CH:48][C:44]([CH2:45][CH2:46][OH:47])=[CH:43][CH:42]=1.CCN(CC)CC.